This data is from Peptide-MHC class II binding affinity with 134,281 pairs from IEDB. The task is: Regression. Given a peptide amino acid sequence and an MHC pseudo amino acid sequence, predict their binding affinity value. This is MHC class II binding data. (1) The peptide sequence is ASLTEALRVIAGALE. The MHC is HLA-DPA10301-DPB10402 with pseudo-sequence HLA-DPA10301-DPB10402. The binding affinity (normalized) is 0.279. (2) The peptide sequence is QSCRRPNAQRFGISN. The MHC is HLA-DQA10102-DQB10602 with pseudo-sequence HLA-DQA10102-DQB10602. The binding affinity (normalized) is 0.0390.